Dataset: Reaction yield outcomes from USPTO patents with 853,638 reactions. Task: Predict the reaction yield, written as a fraction of the theoretical maximum amount of product (1.0 means a 100% yield; for example, 0.34 means a 34% yield). (1) The reactants are [CH3:1][C:2]1[CH:7]=[C:6]([O:8][CH:9]2[CH2:14][CH2:13][N:12]([S:15]([CH3:18])(=[O:17])=[O:16])[CH2:11][CH2:10]2)[CH:5]=[C:4]([CH3:19])[C:3]=1[C:20]1[CH:25]=[CH:24][CH:23]=[C:22]([CH2:26][O:27][C:28]2[CH:41]=[CH:40][C:31]3[C@H:32]([CH2:35][C:36]([O:38]C)=[O:37])[CH2:33][O:34][C:30]=3[CH:29]=2)[CH:21]=1.[OH-].[Na+].Cl. The catalyst is C(O)C. The product is [CH3:19][C:4]1[CH:5]=[C:6]([O:8][CH:9]2[CH2:14][CH2:13][N:12]([S:15]([CH3:18])(=[O:17])=[O:16])[CH2:11][CH2:10]2)[CH:7]=[C:2]([CH3:1])[C:3]=1[C:20]1[CH:25]=[CH:24][CH:23]=[C:22]([CH2:26][O:27][C:28]2[CH:41]=[CH:40][C:31]3[C@H:32]([CH2:35][C:36]([OH:38])=[O:37])[CH2:33][O:34][C:30]=3[CH:29]=2)[CH:21]=1. The yield is 0.440. (2) The reactants are [CH3:1][C:2]1[CH:6]=[C:5]([N:7]2[CH2:11][CH2:10][N:9]([CH2:12][C:13]3[CH:18]=[CH:17][C:16](C(F)(F)F)=[CH:15][CH:14]=3)[C:8]2=[O:23])[S:4][C:3]=1[C:24](O)=[O:25].C(N1CCN(C2SC(C(O)=O)=C(C)C=2)C1=O)C1C=CC=CC=1.[NH2:49][CH2:50][C:51]1[CH:52]=[N:53][CH:54]=[CH:55][CH:56]=1. No catalyst specified. The product is [CH2:12]([N:9]1[CH2:10][CH2:11][N:7]([C:5]2[S:4][C:3]([C:24]([NH:49][CH2:50][C:51]3[CH:52]=[N:53][CH:54]=[CH:55][CH:56]=3)=[O:25])=[C:2]([CH3:1])[CH:6]=2)[C:8]1=[O:23])[C:13]1[CH:18]=[CH:17][CH:16]=[CH:15][CH:14]=1. The yield is 0.460. (3) The reactants are [NH2:1][C@@H:2]([CH2:33][C:34]1[CH:39]=[CH:38][CH:37]=[CH:36][CH:35]=1)[CH2:3][C@H:4]([OH:32])[C@@H:5]([NH:19][C:20]([C@@H:22]([NH:27][C:28](=[O:31])[O:29][CH3:30])[C:23]([CH3:26])([CH3:25])[CH3:24])=[O:21])[CH2:6][C:7]1[CH:12]=[CH:11][C:10]([C:13]2[CH:18]=[CH:17][CH:16]=[CH:15][N:14]=2)=[CH:9][CH:8]=1.[CH3:40][C@@H:41]([CH2:58][CH3:59])[C@H:42]([NH:46][C:47]([N:49]([CH3:57])[CH2:50][C:51]1[N:52]=[C:53]([CH3:56])[S:54][CH:55]=1)=[O:48])[C:43](O)=[O:44].CCOP(ON1N=NC2C=CC=CC=2C1=O)(OCC)=O.C(N(CC)C(C)C)(C)C. The catalyst is C1COCC1. The product is [CH3:30][O:29][C:28](=[O:31])[NH:27][C@@H:22]([C:23]([CH3:25])([CH3:26])[CH3:24])[C:20](=[O:21])[NH:19][C@@H:5]([CH2:6][C:7]1[CH:12]=[CH:11][C:10]([C:13]2[CH:18]=[CH:17][CH:16]=[CH:15][N:14]=2)=[CH:9][CH:8]=1)[C@@H:4]([OH:32])[CH2:3][C@H:2]([CH2:33][C:34]1[CH:35]=[CH:36][CH:37]=[CH:38][CH:39]=1)[NH:1][C:43](=[O:44])[C@H:42]([CH:41]([CH2:58][CH3:59])[CH3:40])[NH:46][C:47](=[O:48])[N:49]([CH3:57])[CH2:50][C:51]1[N:52]=[C:53]([CH3:56])[S:54][CH:55]=1. The yield is 0.290. (4) The reactants are [C:1]1([N:7]2[C:11]([C:12]3[C:17](=[O:18])[CH:16]=[CH:15][N:14]([C:19]4[CH:24]=[CH:23][CH:22]=[C:21]([C:25]([F:28])([F:27])[F:26])[CH:20]=4)[N:13]=3)=[CH:10][CH:9]=[N:8]2)[CH:6]=[CH:5][CH:4]=[CH:3][CH:2]=1.[B-](F)(F)(F)[F:30].[B-](F)(F)(F)F.C1[N+]2(CCl)CC[N+](F)(CC2)C1. The catalyst is CC#N.[Cl-].[Na+].O. The product is [F:30][C:10]1[CH:9]=[N:8][N:7]([C:1]2[CH:2]=[CH:3][CH:4]=[CH:5][CH:6]=2)[C:11]=1[C:12]1[C:17](=[O:18])[CH:16]=[CH:15][N:14]([C:19]2[CH:24]=[CH:23][CH:22]=[C:21]([C:25]([F:27])([F:26])[F:28])[CH:20]=2)[N:13]=1. The yield is 0.230. (5) The reactants are [NH:1]([C:3]1[N:4]=[C:5]2[CH:11]=[CH:10][N:9]([S:12]([C:15]3[CH:21]=[CH:20][C:18]([CH3:19])=[CH:17][CH:16]=3)(=[O:14])=[O:13])[C:6]2=[N:7][CH:8]=1)[NH2:2].C(Cl)Cl.[C:25]([O:29][C:30]([NH:32][CH:33]1[CH2:37][CH:36]([C:38](O)=[O:39])[CH:35]([CH2:41][CH3:42])[CH2:34]1)=[O:31])([CH3:28])([CH3:27])[CH3:26].CN(C(ON1N=NC2C=CC=NC1=2)=[N+](C)C)C.F[P-](F)(F)(F)(F)F. The catalyst is O. The product is [C:25]([O:29][C:30](=[O:31])[NH:32][CH:33]1[CH2:37][CH:36]([C:38]([NH:2][NH:1][C:3]2[N:4]=[C:5]3[CH:11]=[CH:10][N:9]([S:12]([C:15]4[CH:21]=[CH:20][C:18]([CH3:19])=[CH:17][CH:16]=4)(=[O:13])=[O:14])[C:6]3=[N:7][CH:8]=2)=[O:39])[CH:35]([CH2:41][CH3:42])[CH2:34]1)([CH3:28])([CH3:27])[CH3:26]. The yield is 0.690. (6) The reactants are [C:1]([O:5][C:6]([N:8]1[CH2:13][CH2:12][CH:11]([NH:14][C:15]2[CH:20]=[CH:19][C:18]([S:21]([C:24]3[CH:29]=[CH:28][CH:27]=[CH:26][CH:25]=3)(=[O:23])=[O:22])=[CH:17][C:16]=2[OH:30])[CH2:10][CH2:9]1)=[O:7])([CH3:4])([CH3:3])[CH3:2].C(=O)([O-])[O-].[K+].[K+].Br[CH2:38][CH2:39][Cl:40]. The catalyst is C(#N)C. The product is [C:1]([O:5][C:6]([N:8]1[CH2:13][CH2:12][CH:11]([NH:14][C:15]2[CH:20]=[CH:19][C:18]([S:21]([C:24]3[CH:25]=[CH:26][CH:27]=[CH:28][CH:29]=3)(=[O:23])=[O:22])=[CH:17][C:16]=2[O:30][CH2:38][CH2:39][Cl:40])[CH2:10][CH2:9]1)=[O:7])([CH3:4])([CH3:2])[CH3:3]. The yield is 0.800. (7) The reactants are [Br:1][C:2]1[CH:3]=[C:4]([NH:10][C:11]2[N:16]=[CH:15][C:14](N3CCN(C(OC(C)(C)C)=O)CC3)=[CH:13][CH:12]=2)[C:5](=[O:9])[N:6]([CH3:8])[CH:7]=1.NC1N=CC([C:37]([N:39]2[CH2:44][CH2:43][O:42][CH2:41][CH2:40]2)=[O:38])=CC=1.BrC1C(=O)N(C)C=C(Br)C=1. No catalyst specified. The product is [Br:1][C:2]1[CH:3]=[C:4]([NH:10][C:11]2[CH:12]=[CH:13][C:14]([C:37]([N:39]3[CH2:44][CH2:43][O:42][CH2:41][CH2:40]3)=[O:38])=[CH:15][N:16]=2)[C:5](=[O:9])[N:6]([CH3:8])[CH:7]=1. The yield is 0.210. (8) The reactants are Cl[C:2]1[CH:3]=[C:4]([CH:9]=[CH:10][N:11]=1)[C:5]([O:7][CH3:8])=[O:6]. The catalyst is O1CCOCC1.C1COCC1.CC(=O)OCC. The product is [CH3:2][CH2:3][CH:4]([C:2]1[CH:3]=[C:4]([CH:9]=[CH:10][N:11]=1)[C:5]([O:7][CH3:8])=[O:6])[CH2:9][CH3:10]. The yield is 0.210. (9) The reactants are [CH3:1][O:2][C:3](=[O:14])[C:4]([C:7]1[CH:12]=[CH:11][CH:10]=[C:9](Br)[CH:8]=1)([CH3:6])[CH3:5].C([O-])(=O)C.[K+].[B:20]1([B:20]2[O:24][C:23]([CH3:26])([CH3:25])[C:22]([CH3:28])([CH3:27])[O:21]2)[O:24][C:23]([CH3:26])([CH3:25])[C:22]([CH3:28])([CH3:27])[O:21]1. The catalyst is CS(C)=O.O.CCOCC.C1C=CC([PH+]([C]2[CH][CH][CH][CH]2)C2C=CC=CC=2)=CC=1.C1C=CC([PH+]([C]2[CH][CH][CH][CH]2)C2C=CC=CC=2)=CC=1.C(Cl)Cl.Cl[Pd]Cl.[Fe]. The product is [CH3:1][O:2][C:3](=[O:14])[C:4]([CH3:6])([C:7]1[CH:12]=[CH:11][CH:10]=[C:9]([B:20]2[O:24][C:23]([CH3:26])([CH3:25])[C:22]([CH3:28])([CH3:27])[O:21]2)[CH:8]=1)[CH3:5]. The yield is 0.880. (10) The reactants are [NH2:1][C:2]1[CH:3]=[C:4]([CH3:9])[CH:5]=[N:6][C:7]=1[Cl:8].[N+:10]([C:13]1[CH:21]=[CH:20][CH:19]=[CH:18][C:14]=1[C:15](Cl)=[O:16])([O-:12])=[O:11]. The catalyst is N1C=CC=CC=1.O.C(=O)(O)[O-].[Na+]. The product is [Cl:8][C:7]1[C:2]([NH:1][C:15](=[O:16])[C:14]2[CH:18]=[CH:19][CH:20]=[CH:21][C:13]=2[N+:10]([O-:12])=[O:11])=[CH:3][C:4]([CH3:9])=[CH:5][N:6]=1. The yield is 0.910.